From a dataset of Full USPTO retrosynthesis dataset with 1.9M reactions from patents (1976-2016). Predict the reactants needed to synthesize the given product. (1) The reactants are: [CH3:1][O:2][C:3]1[CH:8]=[CH:7][C:6]([N:9]2[CH:13]=[CH:12][C:11](C(OCC)=O)=[N:10]2)=[CH:5][CH:4]=1.C(N(CC)CC)C.ClC(OCC(C)C)=O.Cl.NO. Given the product [CH3:1][O:2][C:3]1[CH:4]=[CH:5][C:6]([N:9]2[CH:13]=[CH:12][CH:11]=[N:10]2)=[CH:7][CH:8]=1, predict the reactants needed to synthesize it. (2) The reactants are: [CH2:1]([NH:8][C:9]1[N:10]=[C:11]2[C:16](=[CH:17][CH:18]=1)[NH:15][CH:14]=[C:13]([C:19]([O:21]CC)=[O:20])[C:12]2=[O:24])[C:2]1[CH:7]=[CH:6][CH:5]=[CH:4][CH:3]=1.[OH-].[Na+].[Cl-].[NH4+]. Given the product [CH2:1]([NH:8][C:9]1[N:10]=[C:11]2[C:16](=[CH:17][CH:18]=1)[NH:15][CH:14]=[C:13]([C:19]([OH:21])=[O:20])[C:12]2=[O:24])[C:2]1[CH:7]=[CH:6][CH:5]=[CH:4][CH:3]=1, predict the reactants needed to synthesize it. (3) Given the product [S:1]1[C:5]2[CH:6]=[CH:7][C:8]([CH2:10][CH2:11][O:12][CH2:17][CH2:16][C:15]#[N:18])=[CH:9][C:4]=2[CH:3]=[CH:2]1, predict the reactants needed to synthesize it. The reactants are: [S:1]1[C:5]2[CH:6]=[CH:7][C:8]([CH2:10][CH2:11][OH:12])=[CH:9][C:4]=2[CH:3]=[CH:2]1.[OH-].[K+].[C:15](#[N:18])[CH:16]=[CH2:17].Cl.